From a dataset of Reaction yield outcomes from USPTO patents with 853,638 reactions. Predict the reaction yield, written as a fraction of the theoretical maximum amount of product (1.0 means a 100% yield; for example, 0.34 means a 34% yield). The reactants are [CH3:1][CH:2]1[NH:7][CH:6]([CH3:8])[CH2:5][N:4]([C:9](=[O:23])[CH2:10][CH2:11][C:12]2[C:20]3[CH2:19][CH2:18][CH2:17][CH2:16][C:15]=3[NH:14][C:13]=2[CH:21]=O)[CH2:3]1.[CH3:24][NH:25][S:26]([C:29]1[CH:30]=[C:31]2[C:35](=[CH:36][CH:37]=1)[NH:34][C:33](=[O:38])[CH2:32]2)(=[O:28])=[O:27]. No catalyst specified. The product is [CH3:24][NH:25][S:26]([C:29]1[CH:30]=[C:31]2[C:35](=[CH:36][CH:37]=1)[NH:34][C:33](=[O:38])/[C:32]/2=[CH:21]\[C:13]1[NH:14][C:15]2[CH2:16][CH2:17][CH2:18][CH2:19][C:20]=2[C:12]=1[CH2:11][CH2:10][C:9]([N:4]1[CH2:3][CH:2]([CH3:1])[NH:7][CH:6]([CH3:8])[CH2:5]1)=[O:23])(=[O:28])=[O:27]. The yield is 0.620.